This data is from Forward reaction prediction with 1.9M reactions from USPTO patents (1976-2016). The task is: Predict the product of the given reaction. (1) Given the reactants [N:1]1([C:7]([N:9]2[CH2:14][CH:13]([C:15]3[CH:20]=[CH:19][C:18]([O:21][C:22]([F:25])([F:24])[F:23])=[CH:17][CH:16]=3)[CH2:12][CH:11]([C:26](=[S:28])[NH2:27])[CH2:10]2)=[O:8])[CH2:6][CH2:5][O:4][CH2:3][CH2:2]1.Br[CH2:30][C:31](=O)[CH2:32][CH3:33], predict the reaction product. The product is: [CH2:32]([C:31]1[N:27]=[C:26]([CH:11]2[CH2:12][CH:13]([C:15]3[CH:16]=[CH:17][C:18]([O:21][C:22]([F:23])([F:24])[F:25])=[CH:19][CH:20]=3)[CH2:14][N:9]([C:7]([N:1]3[CH2:6][CH2:5][O:4][CH2:3][CH2:2]3)=[O:8])[CH2:10]2)[S:28][CH:30]=1)[CH3:33]. (2) The product is: [Cl:24][C:25]1[C:30]([C:31]([NH:15][C:10]2[CH:11]=[CH:12][CH:13]=[C:14]3[C:9]=2[N:8]=[CH:7][CH:6]=[C:5]3[O:4][C:3]2[CH:16]=[C:17]([C:20]([F:21])([F:22])[F:23])[CH:18]=[CH:19][C:2]=2[F:1])=[O:32])=[C:29]([F:34])[C:28]([CH2:35][NH:36][C:37](=[O:42])[C:38]([CH3:40])([CH3:39])[CH3:41])=[CH:27][CH:26]=1. Given the reactants [F:1][C:2]1[CH:19]=[CH:18][C:17]([C:20]([F:23])([F:22])[F:21])=[CH:16][C:3]=1[O:4][C:5]1[C:14]2[C:9](=[C:10]([NH2:15])[CH:11]=[CH:12][CH:13]=2)[N:8]=[CH:7][CH:6]=1.[Cl:24][C:25]1[C:30]([C:31](O)=[O:32])=[C:29]([F:34])[C:28]([CH2:35][NH:36][C:37](=[O:42])[C:38]([CH3:41])([CH3:40])[CH3:39])=[CH:27][CH:26]=1.C(Cl)(=O)C(Cl)=O.CCN(C(C)C)C(C)C, predict the reaction product. (3) Given the reactants C([O:3][C:4]([C:6]1([S:13]([C:16]2[CH:21]=[CH:20][C:19]([O:22][CH2:23][CH2:24][CH2:25][CH3:26])=[CH:18][CH:17]=2)(=[O:15])=[O:14])[CH2:11][CH2:10][N:9]([CH3:12])[CH2:8][CH2:7]1)=[O:5])C, predict the reaction product. The product is: [CH3:12][N:9]1[CH2:8][CH2:7][C:6]([S:13]([C:16]2[CH:17]=[CH:18][C:19]([O:22][CH2:23][CH2:24][CH2:25][CH3:26])=[CH:20][CH:21]=2)(=[O:15])=[O:14])([C:4]([OH:5])=[O:3])[CH2:11][CH2:10]1. (4) Given the reactants [H-].[Na+].[CH2:3]([O:5][C:6](=[O:28])[CH2:7][C:8]1[CH:13]=[CH:12][C:11]([O:14][CH3:15])=[C:10]([O:16][C:17]2[CH:22]=[CH:21][C:20]([N+:23]([O-:25])=[O:24])=[CH:19][C:18]=2[CH2:26]Br)[CH:9]=1)[CH3:4].[C:29]1([OH:35])[CH:34]=[CH:33][CH:32]=[CH:31][CH:30]=1, predict the reaction product. The product is: [CH2:3]([O:5][C:6](=[O:28])[CH2:7][C:8]1[CH:13]=[CH:12][C:11]([O:14][CH3:15])=[C:10]([O:16][C:17]2[CH:22]=[CH:21][C:20]([N+:23]([O-:25])=[O:24])=[CH:19][C:18]=2[CH2:26][O:35][C:29]2[CH:34]=[CH:33][CH:32]=[CH:31][CH:30]=2)[CH:9]=1)[CH3:4]. (5) Given the reactants [N:1]12[CH2:8][CH2:7][CH:4]([CH2:5][CH2:6]1)[C@@H:3]([O:9][C:10]([C:12]1([C:19]3[CH:24]=[CH:23][CH:22]=[CH:21][CH:20]=3)[CH2:18][CH2:17][CH2:16][CH2:15][CH2:14][CH2:13]1)=[O:11])[CH2:2]2.[Br:25][CH2:26][C:27]([NH:29][C:30]1[CH:35]=[N:34][CH:33]=[C:32]([CH3:36])[N:31]=1)=[O:28], predict the reaction product. The product is: [Br-:25].[CH3:36][C:32]1[N:31]=[C:30]([NH:29][C:27]([CH2:26][N+:1]23[CH2:8][CH2:7][CH:4]([CH2:5][CH2:6]2)[C@@H:3]([O:9][C:10]([C:12]2([C:19]4[CH:20]=[CH:21][CH:22]=[CH:23][CH:24]=4)[CH2:18][CH2:17][CH2:16][CH2:15][CH2:14][CH2:13]2)=[O:11])[CH2:2]3)=[O:28])[CH:35]=[N:34][CH:33]=1.